From a dataset of NCI-60 drug combinations with 297,098 pairs across 59 cell lines. Regression. Given two drug SMILES strings and cell line genomic features, predict the synergy score measuring deviation from expected non-interaction effect. Cell line: NCI-H522. Drug 2: CC1CCC2CC(C(=CC=CC=CC(CC(C(=O)C(C(C(=CC(C(=O)CC(OC(=O)C3CCCCN3C(=O)C(=O)C1(O2)O)C(C)CC4CCC(C(C4)OC)OCCO)C)C)O)OC)C)C)C)OC. Synergy scores: CSS=-0.849, Synergy_ZIP=-6.70, Synergy_Bliss=-8.39, Synergy_Loewe=-18.2, Synergy_HSA=-8.61. Drug 1: CC(C1=C(C=CC(=C1Cl)F)Cl)OC2=C(N=CC(=C2)C3=CN(N=C3)C4CCNCC4)N.